Dataset: Forward reaction prediction with 1.9M reactions from USPTO patents (1976-2016). Task: Predict the product of the given reaction. (1) Given the reactants [ClH:1].O1CCOCC1.C(OC([NH:15][C:16]1[CH:21]=[CH:20][C:19]([NH:22][C:23]2[C:28]([Cl:29])=[CH:27][N:26]=[C:25]([Cl:30])[N:24]=2)=[CH:18][C:17]=1[CH2:31][CH2:32][C:33]1[CH:34]=[C:35]([NH:39]C(=O)OC(C)(C)C)[CH:36]=[N:37][CH:38]=1)=O)(C)(C)C, predict the reaction product. The product is: [ClH:29].[ClH:1].[ClH:29].[NH2:39][C:35]1[CH:34]=[C:33]([CH2:32][CH2:31][C:17]2[CH:18]=[C:19]([NH:22][C:23]3[C:28]([Cl:29])=[CH:27][N:26]=[C:25]([Cl:30])[N:24]=3)[CH:20]=[CH:21][C:16]=2[NH2:15])[CH:38]=[N:37][CH:36]=1. (2) Given the reactants [CH3:1][CH:2]([CH3:16])[CH2:3][C:4]([CH:6]1[C:11](=[O:12])OC(C)(C)OC1=O)=[O:5].[C:17]12([CH2:27][NH2:28])[CH2:26][CH:21]3[CH2:22][CH:23]([CH2:25][CH:19]([CH2:20]3)[CH2:18]1)[CH2:24]2, predict the reaction product. The product is: [C:17]12([CH2:27][NH:28][C:11](=[O:12])[CH2:6][C:4](=[O:5])[CH2:3][CH:2]([CH3:1])[CH3:16])[CH2:24][CH:23]3[CH2:22][CH:21]([CH2:20][CH:19]([CH2:25]3)[CH2:18]1)[CH2:26]2. (3) Given the reactants Br[C:2]1[CH:3]=[C:4]([C:10]2[CH:24]=[CH:23][C:22]([C:25]([F:28])([F:27])[F:26])=[CH:21][C:11]=2[CH2:12][N:13]([CH2:19][CH3:20])[C:14]([CH:16]2[CH2:18][CH2:17]2)=[O:15])[C:5]([O:8][CH3:9])=[N:6][CH:7]=1.[CH3:29][Si:30]([C:33]#[CH:34])([CH3:32])[CH3:31].C(Cl)Cl.O, predict the reaction product. The product is: [CH2:19]([N:13]([CH2:12][C:11]1[CH:21]=[C:22]([C:25]([F:28])([F:27])[F:26])[CH:23]=[CH:24][C:10]=1[C:4]1[C:5]([O:8][CH3:9])=[N:6][CH:7]=[C:2]([C:34]#[C:33][Si:30]([CH3:32])([CH3:31])[CH3:29])[CH:3]=1)[C:14]([CH:16]1[CH2:18][CH2:17]1)=[O:15])[CH3:20]. (4) Given the reactants [Cl:1][C:2]1[N:9]=[C:8](Cl)[C:7]([Cl:11])=[CH:6][C:3]=1[C:4]#[N:5].[CH3:12][C:13]1[NH:17][N:16]=[C:15]([NH2:18])[CH:14]=1.CCN(C(C)C)C(C)C, predict the reaction product. The product is: [Cl:1][C:2]1[N:9]=[C:8]([NH:18][C:15]2[CH:14]=[C:13]([CH3:12])[NH:17][N:16]=2)[C:7]([Cl:11])=[CH:6][C:3]=1[C:4]#[N:5].